Dataset: Full USPTO retrosynthesis dataset with 1.9M reactions from patents (1976-2016). Task: Predict the reactants needed to synthesize the given product. (1) Given the product [C:1]([C:5]1[CH:32]=[CH:31][C:8]([NH:9][C:10]2[CH:29]=[CH:28][C:13]([O:14][C:15]3[C:24]4[C:19](=[CH:20][C:21]([O:27][CH2:41][CH2:42][N:43]5[CH2:48][CH2:47][O:46][CH2:45][CH2:44]5)=[C:22]([O:25][CH3:26])[CH:23]=4)[N:18]=[CH:17][CH:16]=3)=[CH:12][C:11]=2[F:30])=[CH:7][CH:6]=1)([CH3:4])([CH3:2])[CH3:3], predict the reactants needed to synthesize it. The reactants are: [C:1]([C:5]1[CH:32]=[CH:31][C:8]([NH:9][C:10]2[CH:29]=[CH:28][C:13]([O:14][C:15]3[C:24]4[C:19](=[CH:20][C:21]([OH:27])=[C:22]([O:25][CH3:26])[CH:23]=4)[N:18]=[CH:17][CH:16]=3)=[CH:12][C:11]=2[F:30])=[CH:7][CH:6]=1)([CH3:4])([CH3:3])[CH3:2].C(=O)([O-])[O-].[K+].[K+].Cl.Cl[CH2:41][CH2:42][N:43]1[CH2:48][CH2:47][O:46][CH2:45][CH2:44]1.CN(C)C=O. (2) Given the product [C:33]([CH2:35][C:36]([NH:1][C:2]1[CH:3]=[C:4]([CH:30]=[CH:31][CH:32]=1)[CH2:5][NH:6][C:7]1[N:12]2[CH:13]=[CH:14][N:15]=[C:11]2[C:10]([C:16]([NH2:18])=[O:17])=[C:9]([NH:19][C:20]2[CH:25]=[C:24]([O:26][CH3:27])[CH:23]=[C:22]([O:28][CH3:29])[CH:21]=2)[N:8]=1)=[O:37])#[N:34], predict the reactants needed to synthesize it. The reactants are: [NH2:1][C:2]1[CH:3]=[C:4]([CH:30]=[CH:31][CH:32]=1)[CH2:5][NH:6][C:7]1[N:12]2[CH:13]=[CH:14][N:15]=[C:11]2[C:10]([C:16]([NH2:18])=[O:17])=[C:9]([NH:19][C:20]2[CH:25]=[C:24]([O:26][CH3:27])[CH:23]=[C:22]([O:28][CH3:29])[CH:21]=2)[N:8]=1.[C:33]([CH2:35][C:36](O)=[O:37])#[N:34].CCN(C(C)C)C(C)C.CN(C(ON1N=NC2C=CC=NC1=2)=[N+](C)C)C.F[P-](F)(F)(F)(F)F. (3) Given the product [OH:19][CH:16]1[CH2:17][CH2:18][CH:13]([NH:12][C:7](=[O:11])[CH:8]([CH3:9])[CH3:10])[CH2:14][CH2:15]1, predict the reactants needed to synthesize it. The reactants are: [C:7](O[C:7](=[O:11])[CH:8]([CH3:10])[CH3:9])(=[O:11])[CH:8]([CH3:10])[CH3:9].[NH2:12][C@H:13]1[CH2:18][CH2:17][C@H:16]([OH:19])[CH2:15][CH2:14]1.C(N(CC)CC)C.